Dataset: Reaction yield outcomes from USPTO patents with 853,638 reactions. Task: Predict the reaction yield, written as a fraction of the theoretical maximum amount of product (1.0 means a 100% yield; for example, 0.34 means a 34% yield). (1) The reactants are [C:1]([C:5]1[CH:6]=[C:7]([CH2:15][CH2:16][C:17]2[CH:18]=[C:19]([CH2:39][CH2:40][C:41]3[CH:42]=[C:43]([CH:46]=[C:47]([CH2:49][CH2:50][C:51]4[CH:56]=[C:55]([CH2:57][CH2:58][C:59]5[CH:64]=[C:63]([C:65]([CH3:68])([CH3:67])[CH3:66])[CH:62]=[C:61]([C:69]([CH3:72])([CH3:71])[CH3:70])[CH:60]=5)[CH:54]=[C:53]([CH2:73][CH2:74][C:75]5[CH:80]=[C:79]([C:81]([CH3:84])([CH3:83])[CH3:82])[CH:78]=[C:77]([C:85]([CH3:88])([CH3:87])[CH3:86])[CH:76]=5)[CH:52]=4)[CH:48]=3)[CH2:44][OH:45])[CH:20]=[C:21]([CH2:23][CH2:24][C:25]3[CH:30]=[C:29]([C:31]([CH3:34])([CH3:33])[CH3:32])[CH:28]=[C:27]([C:35]([CH3:38])([CH3:37])[CH3:36])[CH:26]=3)[CH:22]=2)[CH:8]=[C:9]([C:11]([CH3:14])([CH3:13])[CH3:12])[CH:10]=1)([CH3:4])([CH3:3])[CH3:2].[Cr](Cl)([O-])(=O)=O.[NH+]1C=CC=CC=1. The catalyst is ClCCl. The product is [C:65]([C:63]1[CH:64]=[C:59]([CH2:58][CH2:57][C:55]2[CH:56]=[C:51]([CH2:50][CH2:49][C:47]3[CH:46]=[C:43]([CH:42]=[C:41]([CH2:40][CH2:39][C:19]4[CH:18]=[C:17]([CH2:16][CH2:15][C:7]5[CH:8]=[C:9]([C:11]([CH3:14])([CH3:13])[CH3:12])[CH:10]=[C:5]([C:1]([CH3:4])([CH3:3])[CH3:2])[CH:6]=5)[CH:22]=[C:21]([CH2:23][CH2:24][C:25]5[CH:30]=[C:29]([C:31]([CH3:34])([CH3:33])[CH3:32])[CH:28]=[C:27]([C:35]([CH3:38])([CH3:37])[CH3:36])[CH:26]=5)[CH:20]=4)[CH:48]=3)[CH:44]=[O:45])[CH:52]=[C:53]([CH2:73][CH2:74][C:75]3[CH:80]=[C:79]([C:81]([CH3:84])([CH3:83])[CH3:82])[CH:78]=[C:77]([C:85]([CH3:88])([CH3:87])[CH3:86])[CH:76]=3)[CH:54]=2)[CH:60]=[C:61]([C:69]([CH3:71])([CH3:70])[CH3:72])[CH:62]=1)([CH3:66])([CH3:67])[CH3:68]. The yield is 0.980. (2) The reactants are [CH3:1][CH:2]([CH2:8][CH2:9][CH3:10])[C:3]([N:5]=[C:6]=[S:7])=[O:4].[CH3:11][O:12][C:13]1[CH:14]=[C:15]2[C:20](=[CH:21][C:22]=1[O:23][CH3:24])[N:19]=[CH:18][N:17]=[C:16]2[O:25][C:26]1[CH:32]=[CH:31][C:29]([NH2:30])=[CH:28][CH:27]=1.C1(C)C=CC=CC=1. The catalyst is C(O)C. The product is [CH3:11][O:12][C:13]1[CH:14]=[C:15]2[C:20](=[CH:21][C:22]=1[O:23][CH3:24])[N:19]=[CH:18][N:17]=[C:16]2[O:25][C:26]1[CH:32]=[CH:31][C:29]([NH:30][C:6]([NH:5][C:3](=[O:4])[CH:2]([CH3:1])[CH2:8][CH2:9][CH3:10])=[S:7])=[CH:28][CH:27]=1. The yield is 0.570.